From a dataset of Forward reaction prediction with 1.9M reactions from USPTO patents (1976-2016). Predict the product of the given reaction. (1) Given the reactants Br[C:2]1[CH:7]=[CH:6][C:5]([C:8]2[C:9](=[O:17])[NH:10][C:11]3([CH2:16][CH2:15][O:14][CH2:13]3)[N:12]=2)=[CH:4][CH:3]=1.C([Sn](CCCC)(CCCC)[C:23]1[CH:28]=[CH:27][CH:26]=[CH:25][N:24]=1)CCC, predict the reaction product. The product is: [N:24]1[CH:25]=[CH:26][CH:27]=[CH:28][C:23]=1[C:2]1[CH:7]=[CH:6][C:5]([C:8]2[C:9](=[O:17])[NH:10][C:11]3([CH2:16][CH2:15][O:14][CH2:13]3)[N:12]=2)=[CH:4][CH:3]=1. (2) Given the reactants F[C:2]1[CH:7]=[CH:6][C:5]([N+:8]([O-:10])=[O:9])=[CH:4][C:3]=1[O:11][CH3:12].[NH:13]1[CH2:18][CH2:17][CH:16]([N:19]2[CH2:24][CH2:23][O:22][CH2:21][CH2:20]2)[CH2:15][CH2:14]1.C(=O)([O-])[O-].[K+].[K+], predict the reaction product. The product is: [CH3:12][O:11][C:3]1[CH:4]=[C:5]([N+:8]([O-:10])=[O:9])[CH:6]=[CH:7][C:2]=1[N:13]1[CH2:18][CH2:17][CH:16]([N:19]2[CH2:24][CH2:23][O:22][CH2:21][CH2:20]2)[CH2:15][CH2:14]1. (3) Given the reactants Cl[C:2]1[CH:7]=[C:6]([N:8]2[CH2:13][CH2:12][O:11][CH2:10][CH2:9]2)[N:5]2[N:14]=[C:15]([C:17]3[CH:22]=[CH:21][CH:20]=[CH:19][CH:18]=3)[CH:16]=[C:4]2[N:3]=1.O.[NH2:24][NH2:25], predict the reaction product. The product is: [CH:15](=[N:24][NH:25][C:2]1[CH:7]=[C:6]([N:8]2[CH2:13][CH2:12][O:11][CH2:10][CH2:9]2)[N:5]2[N:14]=[C:15]([C:17]3[CH:22]=[CH:21][CH:20]=[CH:19][CH:18]=3)[CH:16]=[C:4]2[N:3]=1)[C:17]1[CH:22]=[CH:21][CH:20]=[CH:19][CH:18]=1.